This data is from NCI-60 drug combinations with 297,098 pairs across 59 cell lines. The task is: Regression. Given two drug SMILES strings and cell line genomic features, predict the synergy score measuring deviation from expected non-interaction effect. (1) Drug 1: CCC1=CC2CC(C3=C(CN(C2)C1)C4=CC=CC=C4N3)(C5=C(C=C6C(=C5)C78CCN9C7C(C=CC9)(C(C(C8N6C)(C(=O)OC)O)OC(=O)C)CC)OC)C(=O)OC.C(C(C(=O)O)O)(C(=O)O)O. Drug 2: CCC1(CC2CC(C3=C(CCN(C2)C1)C4=CC=CC=C4N3)(C5=C(C=C6C(=C5)C78CCN9C7C(C=CC9)(C(C(C8N6C)(C(=O)OC)O)OC(=O)C)CC)OC)C(=O)OC)O.OS(=O)(=O)O. Cell line: HCC-2998. Synergy scores: CSS=70.8, Synergy_ZIP=3.94, Synergy_Bliss=4.63, Synergy_Loewe=5.65, Synergy_HSA=6.25. (2) Drug 1: CC1=C(C=C(C=C1)NC2=NC=CC(=N2)N(C)C3=CC4=NN(C(=C4C=C3)C)C)S(=O)(=O)N.Cl. Drug 2: CS(=O)(=O)CCNCC1=CC=C(O1)C2=CC3=C(C=C2)N=CN=C3NC4=CC(=C(C=C4)OCC5=CC(=CC=C5)F)Cl. Cell line: COLO 205. Synergy scores: CSS=-11.5, Synergy_ZIP=5.29, Synergy_Bliss=2.09, Synergy_Loewe=-10.3, Synergy_HSA=-6.95. (3) Drug 1: COC1=C(C=C2C(=C1)N=CN=C2NC3=CC(=C(C=C3)F)Cl)OCCCN4CCOCC4. Drug 2: C1=CC(=CC=C1CCC2=CNC3=C2C(=O)NC(=N3)N)C(=O)NC(CCC(=O)O)C(=O)O. Cell line: UACC-257. Synergy scores: CSS=17.7, Synergy_ZIP=-2.44, Synergy_Bliss=2.03, Synergy_Loewe=-7.70, Synergy_HSA=5.07. (4) Drug 1: CCCS(=O)(=O)NC1=C(C(=C(C=C1)F)C(=O)C2=CNC3=C2C=C(C=N3)C4=CC=C(C=C4)Cl)F. Drug 2: C1CCN(CC1)CCOC2=CC=C(C=C2)C(=O)C3=C(SC4=C3C=CC(=C4)O)C5=CC=C(C=C5)O. Cell line: CAKI-1. Synergy scores: CSS=11.0, Synergy_ZIP=-1.09, Synergy_Bliss=3.54, Synergy_Loewe=4.42, Synergy_HSA=3.94.